Dataset: Full USPTO retrosynthesis dataset with 1.9M reactions from patents (1976-2016). Task: Predict the reactants needed to synthesize the given product. (1) Given the product [NH2:1][C:4]1[CH:5]=[CH:6][C:7]([C:10]2([CH2:13][NH:14][C:15](=[O:17])[CH3:16])[CH2:11][CH2:12]2)=[CH:8][CH:9]=1, predict the reactants needed to synthesize it. The reactants are: [N+:1]([C:4]1[CH:9]=[CH:8][C:7]([C:10]2([CH2:13][NH:14][C:15](=[O:17])[CH3:16])[CH2:12][CH2:11]2)=[CH:6][CH:5]=1)([O-])=O. (2) Given the product [F:23][C:20]1[CH:21]=[CH:22][C:15]([O:13][C:7]2[CH:12]=[CH:11][CH:10]=[CH:9][CH:8]=2)=[C:16]([CH:19]=1)[C:17]#[N:18], predict the reactants needed to synthesize it. The reactants are: C(=O)([O-])[O-].[K+].[K+].[C:7]1([OH:13])[CH:12]=[CH:11][CH:10]=[CH:9][CH:8]=1.F[C:15]1[CH:22]=[CH:21][C:20]([F:23])=[CH:19][C:16]=1[C:17]#[N:18]. (3) Given the product [CH2:29]([N:13]([CH2:11][CH3:12])[C:14](=[O:15])[C@@:16]([CH2:27][CH3:28])([OH:17])[C:24]([CH3:23])=[CH2:19])[CH3:30], predict the reactants needed to synthesize it. The reactants are: C([C@](O)(C(C)=C)C(O)=O)C.[CH2:11]([N:13]([CH2:29][CH3:30])[C:14]([C:16]1([CH2:27][CH3:28])[C:24]2[CH:23]=CNC(=O)[C:19]=2C(=O)[O:17]1)=[O:15])[CH3:12].C(N(C(C)C)C(C)C)C.S(Cl)(Cl)=O.C(NCC)C.